Dataset: Reaction yield outcomes from USPTO patents with 853,638 reactions. Task: Predict the reaction yield, written as a fraction of the theoretical maximum amount of product (1.0 means a 100% yield; for example, 0.34 means a 34% yield). (1) The reactants are [NH2:1][C:2]1[CH:7]=[CH:6][C:5]([C:8]2[CH:13]=[CH:12][C:11]([S:14]([N:17]([CH3:26])[C@H:18]([C:22]([O:24][CH3:25])=[O:23])[CH:19]([CH3:21])[CH3:20])(=[O:16])=[O:15])=[CH:10][CH:9]=2)=[CH:4][CH:3]=1.[CH3:27][C:28]1[CH:29]=[C:30]([CH:34]=[CH:35][C:36]=1[CH3:37])[C:31](Cl)=[O:32].C(N(CC)CC)C. The catalyst is ClCCl. The product is [CH3:27][C:28]1[CH:29]=[C:30]([CH:34]=[CH:35][C:36]=1[CH3:37])[C:31]([NH:1][C:2]1[CH:7]=[CH:6][C:5]([C:8]2[CH:9]=[CH:10][C:11]([S:14]([N:17]([CH3:26])[C@H:18]([C:22]([O:24][CH3:25])=[O:23])[CH:19]([CH3:21])[CH3:20])(=[O:16])=[O:15])=[CH:12][CH:13]=2)=[CH:4][CH:3]=1)=[O:32]. The yield is 0.660. (2) The reactants are [C:1]([NH:4][C:5]1[N:13]=[C:12]2[C:8]([N:9]=[CH:10][N:11]2[CH:14]2[CH:18]([O:19][C:20](=[O:27])[C:21]3[CH:26]=[CH:25][CH:24]=[CH:23][CH:22]=3)[CH2:17][CH:16]([CH:28]=[CH:29][P:30]([O:35]CC)([O:32]CC)=[O:31])[O:15]2)=[C:7]([O:38]C(=O)N(C2C=CC=CC=2)C2C=CC=CC=2)[N:6]=1)(=[O:3])[CH3:2].N1C(C)=CC=CC=1C.Br[Si](C)(C)C. The catalyst is CC#N. The product is [C:1]([NH:4][C:5]1[NH:6][C:7](=[O:38])[C:8]2[N:9]=[CH:10][N:11]([CH:14]3[CH:18]([O:19][C:20](=[O:27])[C:21]4[CH:26]=[CH:25][CH:24]=[CH:23][CH:22]=4)[CH2:17][CH:16]([CH:28]=[CH:29][P:30]([OH:35])([OH:32])=[O:31])[O:15]3)[C:12]=2[N:13]=1)(=[O:3])[CH3:2]. The yield is 0.480. (3) The reactants are CN(C)/[CH:3]=[CH:4]/[C:5]1[C:6]([N+:19]([O-])=O)=[C:7]([C:13]([N+:16]([O-])=O)=[CH:14][CH:15]=1)[C:8]([O:10][CH2:11][CH3:12])=[O:9]. The catalyst is [Ni].CCO. The product is [NH2:16][C:13]1[C:7]([C:8]([O:10][CH2:11][CH3:12])=[O:9])=[C:6]2[C:5]([CH:4]=[CH:3][NH:19]2)=[CH:15][CH:14]=1. The yield is 0.160. (4) The reactants are COC([CH:5]1[C:10](=[O:11])[CH2:9][C:8]([CH3:13])([CH3:12])[S:7][CH2:6]1)=O.COC(C1C(=O)CCSC1(C)C)=O. The catalyst is OS(O)(=O)=O. The product is [CH3:12][C:8]1([CH3:13])[CH2:9][C:10](=[O:11])[CH2:5][CH2:6][S:7]1. The yield is 0.177. (5) The reactants are [OH:1][C:2]1[C:11]([CH3:12])=[C:10]2[C:5]([C:6](=[O:20])[C:7]([CH3:19])=[C:8]([CH:13]3[CH2:18][CH2:17][NH:16][CH2:15][CH2:14]3)[O:9]2)=[CH:4][CH:3]=1.[N:21]([CH2:24][CH3:25])=[C:22]=[O:23]. The catalyst is CN(C)C=O. The product is [CH2:24]([NH:21][C:22]([N:16]1[CH2:17][CH2:18][CH:13]([C:8]2[O:9][C:10]3[C:5]([C:6](=[O:20])[C:7]=2[CH3:19])=[CH:4][CH:3]=[C:2]([OH:1])[C:11]=3[CH3:12])[CH2:14][CH2:15]1)=[O:23])[CH3:25]. The yield is 0.590. (6) The product is [Cl:22][C:19]1[CH:18]=[C:13]([CH2:14][OH:15])[C:12]([C@@H:9]([NH:8][C:6](=[O:7])[O:5][C:1]([CH3:2])([CH3:3])[CH3:4])[CH2:10][CH3:11])=[N:21][CH:20]=1. The yield is 0.910. The catalyst is C(O)C. The reactants are [C:1]([O:5][C:6]([NH:8][C@H:9]([C:12]1[N:21]=[CH:20][C:19]([Cl:22])=[CH:18][C:13]=1[C:14](OC)=[O:15])[CH2:10][CH3:11])=[O:7])([CH3:4])([CH3:3])[CH3:2].[BH4-].[Na+].[Cl-].[Ca+2].[Cl-].C(OCC)(=O)C. (7) The reactants are [CH3:1][C:2]1[CH:7]=[CH:6][C:5]([C:8]2[O:12][N:11]=[CH:10][C:9]=2[CH2:13][CH2:14][C:15]([OH:17])=[O:16])=[CH:4][CH:3]=1.S(=O)(=O)(O)O.[CH3:23]O. No catalyst specified. The product is [CH3:1][C:2]1[CH:3]=[CH:4][C:5]([C:8]2[O:12][N:11]=[CH:10][C:9]=2[CH2:13][CH2:14][C:15]([O:17][CH3:23])=[O:16])=[CH:6][CH:7]=1. The yield is 0.790.